From a dataset of Full USPTO retrosynthesis dataset with 1.9M reactions from patents (1976-2016). Predict the reactants needed to synthesize the given product. (1) Given the product [F:11][C:9]([F:12])([F:10])[C:7]1[CH:6]=[CH:5][N:4]=[C:3]([N:1]2[C:24]([OH:25])=[C:15]3[C:14]([CH2:23][CH2:22][C:21]4[CH:20]=[CH:19][CH:18]=[CH:17][C:16]=43)=[N:2]2)[CH:8]=1, predict the reactants needed to synthesize it. The reactants are: [NH:1]([C:3]1[CH:8]=[C:7]([C:9]([F:12])([F:11])[F:10])[CH:6]=[CH:5][N:4]=1)[NH2:2].O=[C:14]1[CH2:23][CH2:22][C:21]2[C:16](=[CH:17][CH:18]=[CH:19][CH:20]=2)[CH:15]1[C:24](OCC)=[O:25]. (2) The reactants are: [CH:1]1[CH:2]=[C:3]([CH2:6][NH:7][C:8]2[N:16]=[CH:15][N:14]=[C:10]3[N:11]=[CH:12][NH:13][C:9]=23)[O:4][CH:5]=1.C([O-])([O-])=O.[K+].[K+].[Br:23][CH2:24][CH2:25]Br. Given the product [CH2:6]([NH:7][C:8]1[N:16]=[CH:15][N:14]=[C:10]2[C:9]=1[N:13]=[CH:12][N:11]2[CH2:25][CH2:24][Br:23])[C:3]1[O:4][CH:5]=[CH:1][CH:2]=1, predict the reactants needed to synthesize it. (3) Given the product [CH2:1]([N:8]1[CH2:17][CH2:16][C:15]2[C:14]([C:19]#[N:20])=[N:13][CH:12]=[N:11][C:10]=2[CH2:9]1)[C:2]1[CH:7]=[CH:6][CH:5]=[CH:4][CH:3]=1, predict the reactants needed to synthesize it. The reactants are: [CH2:1]([N:8]1[CH2:17][CH2:16][C:15]2[C:14](Cl)=[N:13][CH:12]=[N:11][C:10]=2[CH2:9]1)[C:2]1[CH:7]=[CH:6][CH:5]=[CH:4][CH:3]=1.[CH3:19][N:20](C=O)C. (4) Given the product [CH3:8][C:6]1[CH:5]=[C:4]([CH:9]([C:21]2[CH:26]=[C:25]([CH3:27])[CH:24]=[C:23]([CH3:28])[CH:22]=2)[N:10]2[CH:15]=[CH:14][CH:13]=[C:12]([C:16]([OH:18])=[O:17])[C:11]2=[O:20])[CH:3]=[C:2]([CH3:1])[CH:7]=1, predict the reactants needed to synthesize it. The reactants are: [CH3:1][C:2]1[CH:3]=[C:4]([CH:9]([C:21]2[CH:26]=[C:25]([CH3:27])[CH:24]=[C:23]([CH3:28])[CH:22]=2)[N:10]2[CH:15]=[CH:14][CH:13]=[C:12]([C:16]([O:18]C)=[O:17])[C:11]2=[O:20])[CH:5]=[C:6]([CH3:8])[CH:7]=1.